This data is from Forward reaction prediction with 1.9M reactions from USPTO patents (1976-2016). The task is: Predict the product of the given reaction. (1) Given the reactants [Cl:1][C:2]1[C:3]([O:12][C:13]2[CH:18]=[C:17]([O:19][CH:20]([CH3:22])[CH3:21])[CH:16]=[CH:15][C:14]=2[CH2:23][CH2:24][CH2:25][CH2:26][OH:27])=[N:4][CH:5]=[C:6]([C:8]([F:11])([F:10])[F:9])[CH:7]=1.O[C:29]1[CH:33]=[C:32]([CH2:34][CH2:35][C:36]([O:38]CC)=[O:37])[N:31]([CH2:41][CH:42]([CH3:44])[CH3:43])[N:30]=1.C(P(CCCC)CCCC)CCC.N(C(N1CCCCC1)=O)=NC(N1CCCCC1)=O.O1CCCC1CO.[OH-].[Na+].Cl, predict the reaction product. The product is: [Cl:1][C:2]1[C:3]([O:12][C:13]2[CH:18]=[C:17]([O:19][CH:20]([CH3:21])[CH3:22])[CH:16]=[CH:15][C:14]=2[CH2:23][CH2:24][CH2:25][CH2:26][O:27][C:29]2[CH:33]=[C:32]([CH2:34][CH2:35][C:36]([OH:38])=[O:37])[N:31]([CH2:41][CH:42]([CH3:44])[CH3:43])[N:30]=2)=[N:4][CH:5]=[C:6]([C:8]([F:11])([F:10])[F:9])[CH:7]=1. (2) The product is: [Br:1][C:2]1[N:3]2[C:8]3[N:9]4[CH2:10][CH2:11][C:12]([CH3:38])([O:13][CH2:14][CH2:15][CH2:16][CH2:17][C@H:18]([CH3:35])[O:19][C:20]5[CH:21]=[CH:22][C:23]([F:34])=[CH:24][C:25]=5[C:26]5[CH:33]=[C:30]([C:31]=1[N:32]=[C:4]2[C:5]([Cl:50])=[C:6]([CH3:49])[C:7]=3[C@H:39]([O:44][C:45]([CH3:48])([CH3:47])[CH3:46])[C:40]([O:42][CH3:43])=[O:41])[CH:29]=[CH:28][CH:27]=5)[CH2:36][CH2:37]4. Given the reactants [Br:1][C:2]1[N:3]2[C:8]3[N:9]4[CH2:37][CH2:36][C:12]([CH3:38])([O:13][CH2:14][CH2:15][CH2:16][CH2:17][C@H:18]([CH3:35])[O:19][C:20]5[CH:21]=[CH:22][C:23]([F:34])=[CH:24][C:25]=5[C:26]5[CH:33]=[C:30]([C:31]=1[N:32]=[C:4]2[CH:5]=[C:6]([CH3:49])[C:7]=3[C@H:39]([O:44][C:45]([CH3:48])([CH3:47])[CH3:46])[C:40]([O:42][CH3:43])=[O:41])[CH:29]=[CH:28][CH:27]=5)[CH2:11][CH2:10]4.[Cl:50]N1C(=O)CCC1=O.C(OCC)(=O)C, predict the reaction product. (3) Given the reactants Br[C:2]1[N:7]=[C:6]([C:8]2[NH:9][C:10]3[C:11]([N:29]=2)=[N:12][C:13]([N:16]2[CH2:21][CH2:20][CH2:19][C@@H:18]([C:22]([N:24]4[CH2:28][CH2:27][CH2:26][CH2:25]4)=[O:23])[CH2:17]2)=[CH:14][CH:15]=3)[CH:5]=[CH:4][CH:3]=1.[CH:30]1([C:33]#[N:34])[CH2:32][CH2:31]1.C[Si]([N-][Si](C)(C)C)(C)C.[Na+], predict the reaction product. The product is: [N:24]1([C:22]([C@@H:18]2[CH2:19][CH2:20][CH2:21][N:16]([C:13]3[N:12]=[C:11]4[N:29]=[C:8]([C:6]5[N:7]=[C:2]([C:30]6([C:33]#[N:34])[CH2:32][CH2:31]6)[CH:3]=[CH:4][CH:5]=5)[NH:9][C:10]4=[CH:15][CH:14]=3)[CH2:17]2)=[O:23])[CH2:28][CH2:27][CH2:26][CH2:25]1.